This data is from Forward reaction prediction with 1.9M reactions from USPTO patents (1976-2016). The task is: Predict the product of the given reaction. (1) Given the reactants Br[CH2:2][C:3]1[CH:8]=[CH:7][CH:6]=[CH:5][C:4]=1[CH2:9][CH2:10][CH2:11][CH:12]([NH2:20])[CH2:13][C:14]1[CH:19]=[CH:18][CH:17]=[CH:16][CH:15]=1.C([O-])([O-])=O.[K+].[K+], predict the reaction product. The product is: [CH2:13]([CH:12]1[NH:20][CH2:2][C:3]2[CH:8]=[CH:7][CH:6]=[CH:5][C:4]=2[CH2:9][CH2:10][CH2:11]1)[C:14]1[CH:19]=[CH:18][CH:17]=[CH:16][CH:15]=1. (2) Given the reactants [CH3:1][O:2][C:3]1[CH:8]=[CH:7][C:6]([C@@H:9]([NH2:11])[CH3:10])=[CH:5][CH:4]=1.[CH:12]1[CH:17]=[CH:16][C:15]([O:18][C:19](OC2C=CC=CC=2)=[N:20][C:21]#[N:22])=[CH:14][CH:13]=1, predict the reaction product. The product is: [C:21]([NH:20][C:19](=[N:11][C@H:9]([C:6]1[CH:7]=[CH:8][C:3]([O:2][CH3:1])=[CH:4][CH:5]=1)[CH3:10])[O:18][C:15]1[CH:16]=[CH:17][CH:12]=[CH:13][CH:14]=1)#[N:22].